From a dataset of Reaction yield outcomes from USPTO patents with 853,638 reactions. Predict the reaction yield, written as a fraction of the theoretical maximum amount of product (1.0 means a 100% yield; for example, 0.34 means a 34% yield). (1) The reactants are [F:1][C:2]([F:31])([F:30])[C:3]1[CH:4]=[C:5]([NH:13][C:14](SC)=[C:15]([S:18]([C:21]2[CH:26]=[CH:25][C:24]([Cl:27])=[CH:23][CH:22]=2)(=[O:20])=[O:19])[C:16]#[N:17])[CH:6]=[C:7]([C:9]([F:12])([F:11])[F:10])[CH:8]=1.[CH:32]1([NH2:37])[CH2:36][CH2:35][CH2:34][CH2:33]1. No catalyst specified. The product is [F:31][C:2]([F:30])([F:1])[C:3]1[CH:4]=[C:5]([NH:13][C:14]([NH:37][CH:32]2[CH2:36][CH2:35][CH2:34][CH2:33]2)=[C:15]([S:18]([C:21]2[CH:26]=[CH:25][C:24]([Cl:27])=[CH:23][CH:22]=2)(=[O:19])=[O:20])[C:16]#[N:17])[CH:6]=[C:7]([C:9]([F:12])([F:11])[F:10])[CH:8]=1. The yield is 0.710. (2) The reactants are [NH2:1][C:2]1[N:3]=[C:4]2[C:9](=[N:10][CH:11]=1)[N:8]([CH2:12][CH3:13])[C:7](=[O:14])[N:6]([CH2:15][CH3:16])[C:5]2=[O:17].[CH3:18][CH:19]1[CH2:25][C:24](=[O:26])[O:23][C:21](=[O:22])[CH2:20]1. The catalyst is C1(C)C=CC=CC=1. The product is [CH2:12]([N:8]1[C:9]2[C:4](=[N:3][C:2]([NH:1][C:24]([CH2:25][CH:19]([CH3:18])[CH2:20][C:21]([OH:23])=[O:22])=[O:26])=[CH:11][N:10]=2)[C:5](=[O:17])[N:6]([CH2:15][CH3:16])[C:7]1=[O:14])[CH3:13]. The yield is 0.650. (3) The reactants are Cl[C:2]1[CH:3]=[C:4]([CH:16]=[CH:17][N:18]=1)[C:5]([NH:7][CH2:8][CH2:9][CH2:10][N:11]([CH2:14][CH3:15])[CH2:12][CH3:13])=[O:6].[NH2:19][C:20]1[CH:21]=[C:22]([CH:32]=[CH:33][N:34]=1)[C:23]([NH:25][C:26]1[CH:31]=[CH:30][N:29]=[CH:28][CH:27]=1)=[O:24].CC(C1C=C(C(C)C)C(C2C=CC=CC=2P(C2CCCCC2)C2CCCCC2)=C(C(C)C)C=1)C.C([O-])([O-])=O.[K+].[K+]. The catalyst is CC(O)(C)C.C1C=CC(/C=C/C(/C=C/C2C=CC=CC=2)=O)=CC=1.C1C=CC(/C=C/C(/C=C/C2C=CC=CC=2)=O)=CC=1.C1C=CC(/C=C/C(/C=C/C2C=CC=CC=2)=O)=CC=1.[Pd].[Pd]. The product is [CH2:12]([N:11]([CH2:14][CH3:15])[CH2:10][CH2:9][CH2:8][NH:7][C:5](=[O:6])[C:4]1[CH:16]=[CH:17][N:18]=[C:2]([NH:19][C:20]2[CH:21]=[C:22]([C:23](=[O:24])[NH:25][C:26]3[CH:31]=[CH:30][N:29]=[CH:28][CH:27]=3)[CH:32]=[CH:33][N:34]=2)[CH:3]=1)[CH3:13]. The yield is 0.310. (4) The reactants are [NH2:1][C:2]1[CH:3]=[C:4]([CH:29]=[CH:30][CH:31]=1)[O:5][C:6]1[C:7]2[S:28][CH:27]=[CH:26][C:8]=2[N:9]=[C:10]([NH:12][C:13]2[CH:18]=[CH:17][C:16]([N:19]3[CH2:24][CH2:23][N:22]([CH3:25])[CH2:21][CH2:20]3)=[CH:15][CH:14]=2)[N:11]=1.[Cl:32]/[CH:33]=[CH:34]\[C:35](O)=[O:36].Cl.CN(C)CCCN=C=NCC.C(Cl)(Cl)Cl. The catalyst is N1C=CC=CC=1.CC(O)C. The product is [Cl:32]/[CH:33]=[CH:34]\[C:35]([NH:1][C:2]1[CH:31]=[CH:30][CH:29]=[C:4]([O:5][C:6]2[C:7]3[S:28][CH:27]=[CH:26][C:8]=3[N:9]=[C:10]([NH:12][C:13]3[CH:14]=[CH:15][C:16]([N:19]4[CH2:20][CH2:21][N:22]([CH3:25])[CH2:23][CH2:24]4)=[CH:17][CH:18]=3)[N:11]=2)[CH:3]=1)=[O:36]. The yield is 0.240.